Dataset: Full USPTO retrosynthesis dataset with 1.9M reactions from patents (1976-2016). Task: Predict the reactants needed to synthesize the given product. (1) Given the product [Cl:11][C:8]1[CH:9]=[C:10]2[C:5](=[CH:6][CH:7]=1)[N:4]([CH2:12][C:13]1[C:14]([F:19])=[N:15][CH:16]=[CH:17][CH:18]=1)[C:3](=[O:20])[CH2:2]2, predict the reactants needed to synthesize it. The reactants are: Br[C:2]1(Br)[C:10]2[C:5](=[CH:6][CH:7]=[C:8]([Cl:11])[CH:9]=2)[N:4]([CH2:12][C:13]2[C:14]([F:19])=[N:15][CH:16]=[CH:17][CH:18]=2)[C:3]1=[O:20]. (2) Given the product [F:1][C:2]1[CH:3]=[C:4]([N+:12]([O-:14])=[O:13])[C:5]([CH3:11])=[C:6]([CH:10]=1)[C:7]([O:9][CH3:19])=[O:8], predict the reactants needed to synthesize it. The reactants are: [F:1][C:2]1[CH:3]=[C:4]([N+:12]([O-:14])=[O:13])[C:5]([CH3:11])=[C:6]([CH:10]=1)[C:7]([OH:9])=[O:8].O=S(Cl)Cl.[CH3:19]O. (3) Given the product [CH3:29][O:33][C:4]1[CH:5]=[CH:6][C:1]([CH2:7][S:18][C:17]2[N:19]=[C:23]([Cl:22])[S:26][N:16]=2)=[CH:2][CH:3]=1, predict the reactants needed to synthesize it. The reactants are: [C:1]1([CH3:7])[CH:6]=[CH:5][CH:4]=[CH:3][CH:2]=1.Cl.COC1C=CC(C[NH:16][C:17](=[NH:19])[SH:18])=CC=1.[Cl:22][C:23]([SH:26])(Cl)Cl.[OH-].[Na+].[C:29]([O:33]C)(C)(C)C. (4) Given the product [CH3:1][O:2][C:3]1[C:12]([NH:13][C:14]([N:33]2[CH2:32][CH2:31][N:30]([C:27]3[CH:26]=[CH:25][C:24]([C:21](=[O:23])[CH3:22])=[CH:29][CH:28]=3)[CH2:35][CH2:34]2)=[O:18])=[N:11][C:10]2[C:5](=[CH:6][CH:7]=[C:8]([O:19][CH3:20])[CH:9]=2)[N:4]=1, predict the reactants needed to synthesize it. The reactants are: [CH3:1][O:2][C:3]1[C:12]([NH:13][C:14](=[O:18])OCC)=[N:11][C:10]2[C:5](=[CH:6][CH:7]=[C:8]([O:19][CH3:20])[CH:9]=2)[N:4]=1.[C:21]([C:24]1[CH:29]=[CH:28][C:27]([N:30]2[CH2:35][CH2:34][NH:33][CH2:32][CH2:31]2)=[CH:26][CH:25]=1)(=[O:23])[CH3:22].